Dataset: Forward reaction prediction with 1.9M reactions from USPTO patents (1976-2016). Task: Predict the product of the given reaction. (1) Given the reactants C[O:2][C:3](=O)[CH2:4][O:5][CH2:6][C:7]1[S:8][CH:9]=[CH:10][N:11]=1.[BH4-].[Na+], predict the reaction product. The product is: [S:8]1[CH:9]=[CH:10][N:11]=[C:7]1[CH2:6][O:5][CH2:4][CH2:3][OH:2]. (2) Given the reactants ClCCl.C[O:5][C:6]1[CH:7]=[CH:8][C:9]2[NH:14][C:13](=[O:15])[O:12][C:11]([CH3:17])([CH3:16])[C:10]=2[CH:18]=1.B(Br)(Br)Br.ClCCl, predict the reaction product. The product is: [OH:5][C:6]1[CH:7]=[CH:8][C:9]2[NH:14][C:13](=[O:15])[O:12][C:11]([CH3:16])([CH3:17])[C:10]=2[CH:18]=1. (3) Given the reactants [CH3:1][C:2]([CH3:10])([CH:5](O)[CH:6]([CH3:8])[CH3:7])[CH2:3][OH:4].[C:11](O[C:11](=[O:15])[C:12]([CH3:14])=[CH2:13])(=[O:15])[C:12]([CH3:14])=[CH2:13].C1C[O:25]CC1, predict the reaction product. The product is: [C:11]([O:4][CH2:3][C:2]([CH3:10])([CH3:1])[CH2:5][C:6]([OH:25])([CH3:8])[CH3:7])(=[O:15])[C:12]([CH3:14])=[CH2:13]. (4) The product is: [NH2:1][C:2]1[N:7]=[CH:6][N:5]=[C:4]([NH:8][C:9]2[C:14](=[S:15])[NH:13][C:12]([C:16]([O:18][CH3:20])=[O:17])=[C:11]([CH3:19])[CH:10]=2)[CH:3]=1. Given the reactants [NH2:1][C:2]1[N:7]=[CH:6][N:5]=[C:4]([NH:8][C:9]2[C:14](=[S:15])[NH:13][C:12]([C:16]([OH:18])=[O:17])=[C:11]([CH3:19])[CH:10]=2)[CH:3]=1.[CH3:20][Si](C=[N+]=[N-])(C)C, predict the reaction product. (5) Given the reactants [C:1]1(C)C=CC=CC=1.C(OC)(OC)OC.[NH2:15][C:16]1[C:17]2[C:24]([C:25]#[C:26][C:27]3[CH:32]=[C:31]([O:33][CH3:34])[CH:30]=[C:29]([O:35][CH3:36])[CH:28]=3)=[CH:23][N:22]([C@@H:37]3[CH2:41][N:40]([C:42]([O:44][C:45]([CH3:48])([CH3:47])[CH3:46])=[O:43])[C@H:39]([C:49]([NH:51][NH2:52])=[O:50])[CH2:38]3)[C:18]=2[N:19]=[CH:20][N:21]=1.C(O)(=O)C, predict the reaction product. The product is: [NH2:15][C:16]1[C:17]2[C:24]([C:25]#[C:26][C:27]3[CH:32]=[C:31]([O:33][CH3:34])[CH:30]=[C:29]([O:35][CH3:36])[CH:28]=3)=[CH:23][N:22]([C@@H:37]3[CH2:41][N:40]([C:42]([O:44][C:45]([CH3:46])([CH3:47])[CH3:48])=[O:43])[C@H:39]([C:49]4[O:50][CH:1]=[N:52][N:51]=4)[CH2:38]3)[C:18]=2[N:19]=[CH:20][N:21]=1. (6) Given the reactants I([O-])(=O)(=O)=O.[Na+].[OH2:7].[CH3:8][O:9][C:10]1[CH:11]=[C:12]2[C:16](=[CH:17][CH:18]=1)[C:15](=[CH:19][C:20]1[CH:25]=[CH:24][C:23]([S:26][CH3:27])=[CH:22][CH:21]=1)[C:14]([CH3:28])=[C:13]2[CH2:29][C:30]([OH:32])=[O:31].CO, predict the reaction product. The product is: [CH3:8][O:9][C:10]1[CH:11]=[C:12]2[C:16](=[CH:17][CH:18]=1)[C:15](=[CH:19][C:20]1[CH:25]=[CH:24][C:23]([S:26]([CH3:27])=[O:7])=[CH:22][CH:21]=1)[C:14]([CH3:28])=[C:13]2[CH2:29][C:30]([OH:32])=[O:31]. (7) Given the reactants C([N:4]1[C:46]2[C:41](=[CH:42][CH:43]=[C:44]([Cl:47])[CH:45]=2)[C:6]2([CH:11]([C:12]3[CH:17]=[C:16]([Cl:18])[CH:15]=[CH:14][C:13]=3[O:19][C:20]([CH2:30][CH3:31])([C:23]([NH:25][S:26]([CH3:29])(=[O:28])=[O:27])=[O:24])[CH2:21][CH3:22])[CH2:10][C:9](=[O:32])[NH:8][CH:7]2[C:33]2[CH:38]=[C:37]([Cl:39])[CH:36]=[CH:35][C:34]=2[CH3:40])[C:5]1=[O:48])(=O)C.[OH-].[Na+].O, predict the reaction product. The product is: [Cl:47][C:44]1[CH:45]=[C:46]2[NH:4][C:5](=[O:48])[C:6]3([CH:11]([C:12]4[CH:17]=[C:16]([Cl:18])[CH:15]=[CH:14][C:13]=4[O:19][C:20]([CH2:30][CH3:31])([C:23]([NH:25][S:26]([CH3:29])(=[O:28])=[O:27])=[O:24])[CH2:21][CH3:22])[CH2:10][C:9](=[O:32])[NH:8][CH:7]3[C:33]3[CH:38]=[C:37]([Cl:39])[CH:36]=[CH:35][C:34]=3[CH3:40])[C:41]2=[CH:42][CH:43]=1.